Dataset: Peptide-MHC class I binding affinity with 185,985 pairs from IEDB/IMGT. Task: Regression. Given a peptide amino acid sequence and an MHC pseudo amino acid sequence, predict their binding affinity value. This is MHC class I binding data. (1) The peptide sequence is ALGIICSAL. The MHC is HLA-A11:01 with pseudo-sequence HLA-A11:01. The binding affinity (normalized) is 0.0847. (2) The peptide sequence is WLGAAITLV. The MHC is HLA-A02:06 with pseudo-sequence HLA-A02:06. The binding affinity (normalized) is 0.607. (3) The binding affinity (normalized) is 0.183. The peptide sequence is VTCGNGIQVR. The MHC is HLA-A03:01 with pseudo-sequence HLA-A03:01.